Dataset: Full USPTO retrosynthesis dataset with 1.9M reactions from patents (1976-2016). Task: Predict the reactants needed to synthesize the given product. (1) Given the product [F:1][C:2]1[CH:3]=[C:4]([C:27]2[CH:32]=[CH:31][CH:30]=[CH:29][C:28]=2[C:33]2[NH:70][C:71](=[O:72])[O:73][N:34]=2)[CH:5]=[CH:6][C:7]=1[CH2:8][C:9]1[C:14](=[O:15])[N:13]([C:16]2[CH:21]=[CH:20][C:19]([O:22][CH:43]3[CH2:44][CH2:45][CH:46]([OH:49])[CH2:47][CH2:48]3)=[CH:18][CH:17]=2)[C:12]([CH3:23])=[N:11][C:10]=1[CH2:24][CH2:25][CH3:26], predict the reactants needed to synthesize it. The reactants are: [F:1][C:2]1[CH:3]=[C:4]([C:27]2[C:28]([C:33]#[N:34])=[CH:29][CH:30]=[CH:31][CH:32]=2)[CH:5]=[CH:6][C:7]=1[CH2:8][C:9]1[C:14](=[O:15])[N:13]([C:16]2[CH:21]=[CH:20][C:19]([OH:22])=[CH:18][CH:17]=2)[C:12]([CH3:23])=[N:11][C:10]=1[CH2:24][CH2:25][CH3:26].[Si](O[CH:43]1[CH2:48][CH2:47][CH:46]([OH:49])[CH2:45][CH2:44]1)(C(C)(C)C)(C)C.C1(P(C2C=CC=CC=2)C2C=CC=CC=2)C=CC=CC=1.[N:70]([C:71]([O:73]C(C)C)=[O:72])=[N:70][C:71]([O:73]C(C)C)=[O:72]. (2) The reactants are: FC(F)(F)C([N:5]1[CH2:15][CH:14]2[CH2:16][CH:7]([C:8]3[CH:9]=[CH:10][C:11]([OH:17])=[CH:12][C:13]=32)[CH2:6]1)=O.C([O-])([O-])=O.[Na+].[Na+].C(OCC)(=O)C.[ClH:32]. Given the product [ClH:32].[CH:14]12[CH2:16][CH:7]([CH2:6][NH:5][CH2:15]1)[C:8]1[CH:9]=[CH:10][C:11]([OH:17])=[CH:12][C:13]2=1, predict the reactants needed to synthesize it. (3) The reactants are: [CH2:1]([O:8][C:9]1[CH:10]=[CH:11][C:12]([O:28][CH:29]([CH3:31])[CH3:30])=[C:13]([C:15]2[NH:27][C:18]3=[N:19][C:20]([C:23](OC)=[O:24])=[CH:21][CH:22]=[C:17]3[N:16]=2)[CH:14]=1)[C:2]1[CH:7]=[CH:6][CH:5]=[CH:4][CH:3]=1.[H-].[Al+3].[Li+].[H-].[H-].[H-].O. Given the product [CH2:1]([O:8][C:9]1[CH:10]=[CH:11][C:12]([O:28][CH:29]([CH3:31])[CH3:30])=[C:13]([C:15]2[NH:27][C:18]3=[N:19][C:20]([CH2:23][OH:24])=[CH:21][CH:22]=[C:17]3[N:16]=2)[CH:14]=1)[C:2]1[CH:3]=[CH:4][CH:5]=[CH:6][CH:7]=1, predict the reactants needed to synthesize it. (4) Given the product [CH:16]1([NH:15][S:12]([C:8]2[C:9]3[CH:10]=[CH:11][C:2]([O:32][CH2:31][CH:28]4[CH2:30][CH2:29]4)=[N:3][C:4]=3[CH:5]=[C:6]([C:21]3[C:22]([CH3:27])=[N:23][O:24][C:25]=3[CH3:26])[CH:7]=2)(=[O:14])=[O:13])[CH2:20][CH2:19][CH2:18][CH2:17]1, predict the reactants needed to synthesize it. The reactants are: Cl[C:2]1[CH:11]=[CH:10][C:9]2[C:8]([S:12]([NH:15][CH:16]3[CH2:20][CH2:19][CH2:18][CH2:17]3)(=[O:14])=[O:13])=[CH:7][C:6]([C:21]3[C:22]([CH3:27])=[N:23][O:24][C:25]=3[CH3:26])=[CH:5][C:4]=2[N:3]=1.[CH:28]1([CH2:31][OH:32])[CH2:30][CH2:29]1.[H-].[Na+]. (5) Given the product [CH:1]1[C:11]2[CH2:10][CH2:9][C:8]3[CH:12]=[CH:13][CH:14]=[CH:15][C:7]=3[C:6](=[CH:16][C:17]3[CH:22]=[CH:21][CH:20]=[CH:19][C:18]=3[C:27]3[CH:32]=[CH:31][CH:30]=[CH:29][N:28]=3)[C:5]=2[CH:4]=[CH:3][CH:2]=1, predict the reactants needed to synthesize it. The reactants are: [CH:1]1[C:11]2[CH2:10][CH2:9][C:8]3[CH:12]=[CH:13][CH:14]=[CH:15][C:7]=3[C:6](=[CH:16][C:17]3[CH:22]=[CH:21][CH:20]=[CH:19][C:18]=3B(O)O)[C:5]=2[CH:4]=[CH:3][CH:2]=1.Cl[C:27]1[CH:32]=[CH:31][CH:30]=[CH:29][N:28]=1. (6) The reactants are: [CH2:1]([C@H:8]([NH:39]C(=O)OC(C)(C)C)[C@H:9]([OH:38])[CH2:10][C@H:11]([NH:25][C:26](=[O:37])[C@@H:27]([NH:32][C:33]([O:35][CH3:36])=[O:34])[C:28]([CH3:31])([CH3:30])[CH3:29])[CH2:12][C:13]1[CH:18]=[CH:17][C:16]([C:19]2[CH:24]=[CH:23][CH:22]=[CH:21][N:20]=2)=[CH:15][CH:14]=1)[C:2]1[CH:7]=[CH:6][CH:5]=[CH:4][CH:3]=1.FC(F)(F)C(O)=O. Given the product [NH2:39][C@@H:8]([CH2:1][C:2]1[CH:3]=[CH:4][CH:5]=[CH:6][CH:7]=1)[C@H:9]([OH:38])[CH2:10][C@H:11]([NH:25][C:26]([C@@H:27]([NH:32][C:33](=[O:34])[O:35][CH3:36])[C:28]([CH3:31])([CH3:30])[CH3:29])=[O:37])[CH2:12][C:13]1[CH:18]=[CH:17][C:16]([C:19]2[CH:24]=[CH:23][CH:22]=[CH:21][N:20]=2)=[CH:15][CH:14]=1, predict the reactants needed to synthesize it.